Dataset: Reaction yield outcomes from USPTO patents with 853,638 reactions. Task: Predict the reaction yield, written as a fraction of the theoretical maximum amount of product (1.0 means a 100% yield; for example, 0.34 means a 34% yield). The reactants are [C:1]([C:5]1[CH:23]=[CH:22][C:8]([C:9]([NH:11][C:12]2[N:13]=[C:14]3[CH:19]=[CH:18][C:17](I)=[CH:16][N:15]3[CH:21]=2)=[O:10])=[CH:7][CH:6]=1)([CH3:4])([CH3:3])[CH3:2].[Cl-].[Li+].[CH2:26]([O:30]C=C)[CH2:27]CC.C(=O)([O-])[O-].[K+].[K+]. The catalyst is CN(C=O)C.C([O-])(=O)C.[Pd+2].C([O-])(=O)C. The product is [C:1]([C:5]1[CH:23]=[CH:22][C:8]([C:9]([NH:11][C:12]2[N:13]=[C:14]3[CH:19]=[CH:18][C:17]([C:26](=[O:30])[CH3:27])=[CH:16][N:15]3[CH:21]=2)=[O:10])=[CH:7][CH:6]=1)([CH3:4])([CH3:3])[CH3:2]. The yield is 0.110.